Dataset: Forward reaction prediction with 1.9M reactions from USPTO patents (1976-2016). Task: Predict the product of the given reaction. (1) Given the reactants [CH3:1][NH2:2].[Cl:3][C:4]1[CH:8]=[C:7]([C:9]2[O:10][C:11](=[O:20])[C:12]3[N:18]=[CH:17][N:16]=[C:15]([CH3:19])[C:13]=3[N:14]=2)[N:6]([C:21]2[C:26]([Cl:27])=[CH:25][CH:24]=[CH:23][N:22]=2)[N:5]=1, predict the reaction product. The product is: [Cl:3][C:4]1[CH:8]=[C:7]([C:9]([NH:14][C:13]2[C:12]([C:11]([NH:2][CH3:1])=[O:20])=[N:18][CH:17]=[N:16][C:15]=2[CH3:19])=[O:10])[N:6]([C:21]2[C:26]([Cl:27])=[CH:25][CH:24]=[CH:23][N:22]=2)[N:5]=1. (2) Given the reactants [C:1]([O:9]CC1C=CC=CC=1)(=O)[C:2]1[CH:7]=[CH:6][CH:5]=[N:4][CH:3]=1.[N:17]1C=CC=CC=1, predict the reaction product. The product is: [C:1]([NH2:17])(=[O:9])[C:2]1[CH:7]=[CH:6][CH:5]=[N:4][CH:3]=1. (3) Given the reactants [NH2:1][C:2]1[C:11]([F:12])=[C:10](F)[C:9]([O:14][CH3:15])=[C:8]2[C:3]=1[C:4](=[O:22])[C:5]([C:19]([OH:21])=[O:20])=[CH:6][N:7]2[CH:16]1[CH2:18][CH2:17]1.[CH3:23][C:24]1([CH3:32])[CH:29]([NH:30][CH3:31])[CH2:28][CH2:27][NH:26][CH2:25]1.C(N(CC)CC)C, predict the reaction product. The product is: [NH2:1][C:2]1[C:11]([F:12])=[C:10]([N:26]2[CH2:27][CH2:28][CH:29]([NH:30][CH3:31])[C:24]([CH3:32])([CH3:23])[CH2:25]2)[C:9]([O:14][CH3:15])=[C:8]2[C:3]=1[C:4](=[O:22])[C:5]([C:19]([OH:21])=[O:20])=[CH:6][N:7]2[CH:16]1[CH2:18][CH2:17]1. (4) The product is: [Cl:1][C:2]1[N:7]=[C:6]([O:20][C:17]2[CH:18]=[CH:19][C:14]([N+:11]([O-:13])=[O:12])=[CH:15][CH:16]=2)[CH:5]=[CH:4][N:3]=1. Given the reactants [Cl:1][C:2]1[N:7]=[C:6](Cl)[CH:5]=[CH:4][N:3]=1.[OH-].[Na+].[N+:11]([C:14]1[CH:19]=[CH:18][C:17]([OH:20])=[CH:16][CH:15]=1)([O-:13])=[O:12], predict the reaction product. (5) Given the reactants F[C:2](F)(F)[C:3](O)=O.Br[C:9]1[N:14]=[C:13]2[N:15]([CH2:19][C:20]([N:22]3[CH2:27][CH2:26][O:25][CH2:24][CH2:23]3)=[O:21])[C:16](=[O:18])[NH:17][C:12]2=[N:11][CH:10]=1.BrC1[N:34]=[C:33]2[N:35](CC(O)=O)[C:36](=O)[NH:37]C2=NC=1.C(N1[CH:54]=[CH:53]N=C1)(N1C=CN=C1)=O.N1CCO[CH2:57][CH2:56]1, predict the reaction product. The product is: [N:37]1[N:34]=[C:33]([C:3]2[CH:2]=[CH:54][C:53]([C:9]3[N:14]=[C:13]4[N:15]([CH2:19][C:20]([N:22]5[CH2:27][CH2:26][O:25][CH2:24][CH2:23]5)=[O:21])[C:16](=[O:18])[NH:17][C:12]4=[N:11][CH:10]=3)=[CH:57][CH:56]=2)[NH:35][CH:36]=1. (6) The product is: [NH:8]1[C:9]2[CH:10]=[CH:11][CH:12]=[C:4]([NH2:1])[C:5]=2[CH:6]=[N:7]1. Given the reactants [N+:1]([C:4]1[CH:12]=[CH:11][CH:10]=[C:9]2[C:5]=1[CH:6]=[N:7][NH:8]2)([O-])=O, predict the reaction product. (7) The product is: [CH3:61][N:57]1[CH2:56][CH2:55][C:54]2[C:59](=[CH:60][C:51]([NH:50][C:48]([C:47]3[CH:46]=[C:45]([CH:64]=[CH:63][CH:62]=3)[CH2:44][NH:43][C:14]([C:11]3[CH:10]=[CH:9][C:8]([C:4]4[CH:5]=[CH:6][CH:7]=[C:2]([OH:1])[CH:3]=4)=[CH:13][CH:12]=3)=[O:16])=[O:49])=[CH:52][CH:53]=2)[CH2:58]1. Given the reactants [OH:1][C:2]1[CH:3]=[C:4]([C:8]2[CH:13]=[CH:12][C:11]([C:14]([OH:16])=O)=[CH:10][CH:9]=2)[CH:5]=[CH:6][CH:7]=1.CN(C(ON1N=NC2C=CC=NC1=2)=[N+](C)C)C.F[P-](F)(F)(F)(F)F.Cl.Cl.[NH2:43][CH2:44][C:45]1[CH:46]=[C:47]([CH:62]=[CH:63][CH:64]=1)[C:48]([NH:50][C:51]1[CH:60]=[C:59]2[C:54]([CH2:55][CH2:56][N:57]([CH3:61])[CH2:58]2)=[CH:53][CH:52]=1)=[O:49].CN1CCOCC1, predict the reaction product. (8) Given the reactants I[C:2]1[CH:3]=[N:4][N:5]([CH2:7][C:8]2[CH:12]=[C:11]([CH3:13])[O:10][N:9]=2)[CH:6]=1.[CH3:14][Si:15]([C:18]#[CH:19])([CH3:17])[CH3:16].C(NC(C)C)(C)C.C1(P(C2C=CC=CC=2)C2C=CC=CC=2)C=CC=CC=1, predict the reaction product. The product is: [CH3:13][C:11]1[O:10][N:9]=[C:8]([CH2:7][N:5]2[CH:6]=[C:2]([C:19]#[C:18][Si:15]([CH3:17])([CH3:16])[CH3:14])[CH:3]=[N:4]2)[CH:12]=1. (9) Given the reactants Cl[C:2]1[CH:7]=[C:6]([N:8]2[CH2:14][CH2:13][CH2:12][CH2:11][CH2:10][CH2:9]2)[N:5]=[C:4]([NH2:15])[N:3]=1.[C:16]([C:18]1[CH:23]=[CH:22][C:21](B(O)O)=[CH:20][C:19]=1[F:27])#[N:17].C([O-])(O)=O.[Na+], predict the reaction product. The product is: [NH2:15][C:4]1[N:3]=[C:2]([C:21]2[CH:22]=[CH:23][C:18]([C:16]#[N:17])=[C:19]([F:27])[CH:20]=2)[CH:7]=[C:6]([N:8]2[CH2:14][CH2:13][CH2:12][CH2:11][CH2:10][CH2:9]2)[N:5]=1. (10) Given the reactants [H-].[Al+3].[Li+].[H-].[H-].[H-].C[O:8][C:9](=O)[CH2:10][CH2:11][CH2:12][C:13]1[CH:18]=[CH:17][C:16]([CH2:19][CH2:20][O:21][C:22]2[C:31]3[C:26](=[CH:27][CH:28]=[CH:29][CH:30]=3)[N:25]=[CH:24][N:23]=2)=[CH:15][CH:14]=1.CCCCC.C(OCC)(=O)C, predict the reaction product. The product is: [N:25]1[C:26]2[C:31](=[CH:30][CH:29]=[CH:28][CH:27]=2)[C:22]([O:21][CH2:20][CH2:19][C:16]2[CH:15]=[CH:14][C:13]([CH2:12][CH2:11][CH2:10][CH2:9][OH:8])=[CH:18][CH:17]=2)=[N:23][CH:24]=1.